From a dataset of Peptide-MHC class II binding affinity with 134,281 pairs from IEDB. Regression. Given a peptide amino acid sequence and an MHC pseudo amino acid sequence, predict their binding affinity value. This is MHC class II binding data. (1) The peptide sequence is PVTEEPGMAKIPAGE. The MHC is DRB1_1602 with pseudo-sequence DRB1_1602. The binding affinity (normalized) is 0.382. (2) The peptide sequence is KDKWIELKESWGAIW. The MHC is DRB5_0101 with pseudo-sequence DRB5_0101. The binding affinity (normalized) is 0.173. (3) The peptide sequence is IKEKGKDKWIELKES. The MHC is DRB1_1501 with pseudo-sequence DRB1_1501. The binding affinity (normalized) is 0.119. (4) The peptide sequence is LVGPTPANIIGRNLLTQIGC. The MHC is HLA-DPA10103-DPB10401 with pseudo-sequence HLA-DPA10103-DPB10401. The binding affinity (normalized) is 0.294.